Dataset: Reaction yield outcomes from USPTO patents with 853,638 reactions. Task: Predict the reaction yield, written as a fraction of the theoretical maximum amount of product (1.0 means a 100% yield; for example, 0.34 means a 34% yield). (1) The reactants are [CH3:1][N:2]([C:4]([N:6]=[C:7]([NH2:9])[NH2:8])=[NH:5])[CH3:3].Cl.[OH-].[Na+].[C:13]([OH:16])(=[O:15])[CH3:14]. The catalyst is O. The product is [CH3:1][N:2]([C:4]([NH:6][C:7]([NH2:9])=[NH:8])=[NH:5])[CH3:3].[C:13]([O-:16])(=[O:15])[CH3:14]. The yield is 0.487. (2) The reactants are [CH3:1][C:2]1[CH:3]=[N+:4]([O-:11])[CH:5]=[CH:6][C:7]=1[N+:8]([O-:10])=[O:9].CNC.O.[CH3:16][N:17]([CH3:20])[CH:18]=O. No catalyst specified. The product is [CH3:16][N:17]([CH3:20])/[CH:18]=[CH:1]/[C:2]1[CH:3]=[N+:4]([O-:11])[CH:5]=[CH:6][C:7]=1[N+:8]([O-:10])=[O:9]. The yield is 0.500. (3) The reactants are [F:1][C:2]1[C:3]([CH3:15])=[C:4]([CH2:9][C@@H:10]([N:12]=[N+]=[N-])[CH3:11])[CH:5]=[CH:6][C:7]=1[F:8]. The catalyst is CCOC(C)=O.[Pd]. The product is [F:1][C:2]1[C:3]([CH3:15])=[C:4]([CH2:9][C@@H:10]([NH2:12])[CH3:11])[CH:5]=[CH:6][C:7]=1[F:8]. The yield is 0.850. (4) The reactants are [Cl:1][C:2]1[CH:15]=[C:14]([CH:16]=[CH2:17])[CH:13]=[CH:12][C:3]=1[CH2:4][NH:5][C:6]1[CH:11]=[CH:10][CH:9]=[CH:8][N:7]=1.Br[CH:19]([C:24]1[CH:25]=[C:26]([Cl:32])[C:27]([Cl:31])=[C:28]([Cl:30])[CH:29]=1)[C:20]([F:23])([F:22])[F:21].N1C=CC=CC=1C1C=CC=CN=1. The yield is 0.350. The catalyst is ClC1C=CC=CC=1Cl.Cl[Cu]. The product is [Cl:1][C:2]1[CH:15]=[C:14](/[CH:16]=[CH:17]/[CH:19]([C:24]2[CH:25]=[C:26]([Cl:32])[C:27]([Cl:31])=[C:28]([Cl:30])[CH:29]=2)[C:20]([F:22])([F:21])[F:23])[CH:13]=[CH:12][C:3]=1[CH2:4][NH:5][C:6]1[CH:11]=[CH:10][CH:9]=[CH:8][N:7]=1. (5) The reactants are FC(F)(F)C(O)=O.C(OC([N:15]1[CH2:20][CH2:19][CH2:18][C@@H:17]([NH:21][C:22]2[CH:27]=[CH:26][N:25]=[C:24]([C:28]3[N:32]4[CH:33]=[C:34]([C:37]#[N:38])[CH:35]=[CH:36][C:31]4=[N:30][CH:29]=3)[N:23]=2)[CH2:16]1)=O)(C)(C)C.O.C(=O)([O-])O.[Na+]. The catalyst is ClCCl. The product is [NH:15]1[CH2:20][CH2:19][CH2:18][C@@H:17]([NH:21][C:22]2[CH:27]=[CH:26][N:25]=[C:24]([C:28]3[N:32]4[CH:33]=[C:34]([C:37]#[N:38])[CH:35]=[CH:36][C:31]4=[N:30][CH:29]=3)[N:23]=2)[CH2:16]1. The yield is 0.990. (6) The reactants are [CH3:1][O:2][CH2:3][C:4]1[CH:9]=[C:8]([C:10]([O:12]C)=[O:11])[CH:7]=[CH:6][C:5]=1[C:14]1[CH:19]=[CH:18][CH:17]=[CH:16][C:15]=1[CH3:20].[OH-].[Na+]. The catalyst is CCO.O. The product is [CH3:1][O:2][CH2:3][C:4]1[CH:9]=[C:8]([C:10]([OH:12])=[O:11])[CH:7]=[CH:6][C:5]=1[C:14]1[CH:19]=[CH:18][CH:17]=[CH:16][C:15]=1[CH3:20]. The yield is 0.920. (7) The reactants are [NH2:1][C:2]1[CH:7]=[C:6]([N+:8]([O-:10])=[O:9])[CH:5]=[CH:4][C:3]=1[OH:11].[CH3:12][C:13]([O:16][C:17](O[C:17]([O:16][C:13]([CH3:15])([CH3:14])[CH3:12])=[O:18])=[O:18])([CH3:15])[CH3:14]. The catalyst is CCO. The product is [OH:11][C:3]1[CH:4]=[CH:5][C:6]([N+:8]([O-:10])=[O:9])=[CH:7][C:2]=1[NH:1][C:17](=[O:18])[O:16][C:13]([CH3:15])([CH3:14])[CH3:12]. The yield is 0.850. (8) The reactants are [C:1]([C:5]1[NH:6][C:7]2[C:12]([CH:13]=1)=[CH:11][C:10]([N+:14]([O-])=O)=[CH:9][C:8]=2[CH2:17][OH:18])([CH3:4])([CH3:3])[CH3:2]. The catalyst is [Ni].CO. The product is [NH2:14][C:10]1[CH:11]=[C:12]2[C:7](=[C:8]([CH2:17][OH:18])[CH:9]=1)[NH:6][C:5]([C:1]([CH3:4])([CH3:3])[CH3:2])=[CH:13]2. The yield is 0.800. (9) The reactants are C([NH:9][C:10]([NH:12][C:13]1[CH:18]=[C:17]([CH:19]2[CH2:24][CH2:23][O:22][CH2:21][CH2:20]2)[CH:16]=[CH:15][C:14]=1[O:25][CH3:26])=[S:11])(=O)C1C=CC=CC=1.C[O-].[Na+]. The catalyst is CO. The product is [CH3:26][O:25][C:14]1[CH:15]=[CH:16][C:17]([CH:19]2[CH2:20][CH2:21][O:22][CH2:23][CH2:24]2)=[CH:18][C:13]=1[NH:12][C:10]([NH2:9])=[S:11]. The yield is 0.810.